Dataset: Full USPTO retrosynthesis dataset with 1.9M reactions from patents (1976-2016). Task: Predict the reactants needed to synthesize the given product. (1) Given the product [I:15][C:16]1[CH:24]=[CH:23][C:19]([C:20]([NH:1][C:2]2[CH:3]=[N:4][CH:5]=[CH:6][CH:7]=2)=[O:21])=[CH:18][CH:17]=1, predict the reactants needed to synthesize it. The reactants are: [NH2:1][C:2]1[CH:3]=[N:4][CH:5]=[CH:6][CH:7]=1.C(N(CC)CC)C.[I:15][C:16]1[CH:24]=[CH:23][C:19]([C:20](Cl)=[O:21])=[CH:18][CH:17]=1. (2) The reactants are: [NH2:1][C:2]1([C:9]2[CH:14]=[CH:13][CH:12]=[CH:11][CH:10]=2)[CH2:7][CH2:6][C:5](=O)[CH2:4][CH2:3]1.[NH:15]1[CH2:18][CH:17]([NH:19][C:20]([CH2:22][NH:23][C:24](=[O:35])[C:25]2[CH:30]=[CH:29][CH:28]=[C:27]([C:31]([F:34])([F:33])[F:32])[CH:26]=2)=[O:21])[CH2:16]1. Given the product [NH2:1][C:2]1([C:9]2[CH:14]=[CH:13][CH:12]=[CH:11][CH:10]=2)[CH2:7][CH2:6][CH:5]([N:15]2[CH2:18][CH:17]([NH:19][C:20]([CH2:22][NH:23][C:24](=[O:35])[C:25]3[CH:30]=[CH:29][CH:28]=[C:27]([C:31]([F:34])([F:32])[F:33])[CH:26]=3)=[O:21])[CH2:16]2)[CH2:4][CH2:3]1, predict the reactants needed to synthesize it. (3) Given the product [OH:3][CH:1]([C:4]1[CH:9]=[CH:8][CH:7]=[CH:6][CH:5]=1)[CH2:2][CH2:17][N:13]([CH:14]([CH3:16])[CH3:15])[CH:10]([CH3:12])[CH3:11], predict the reactants needed to synthesize it. The reactants are: [C:1]([C:4]1[CH:9]=[CH:8][CH:7]=[CH:6][CH:5]=1)(=[O:3])[CH3:2].[CH:10]([NH:13][CH:14]([CH3:16])[CH3:15])([CH3:12])[CH3:11].[CH2:17]=O.Cl. (4) The reactants are: [C:1]([O:5][C:6]([CH:8]1[CH2:13][CH2:12][C:11](=[CH:14][C:15]([O:17]C(C)(C)C)=[O:16])[CH2:10][CH2:9]1)=[O:7])(C)(C)[CH3:2].[H][H]. Given the product [CH2:1]([O:5][C:6]([CH:8]1[CH2:13][CH2:12][CH:11]([CH2:14][C:15]([OH:17])=[O:16])[CH2:10][CH2:9]1)=[O:7])[CH3:2], predict the reactants needed to synthesize it. (5) Given the product [C:1]([C:3]1[CH:30]=[CH:29][C:6]2[NH:7][C:8]([CH:10]([C:17]3[C:25]([O:26][CH3:27])=[CH:24][C:23]([CH3:28])=[C:22]4[C:18]=3[CH:19]=[CH:20][NH:21]4)[CH2:11][CH2:12][C:13]([OH:15])=[O:14])=[N:9][C:5]=2[CH:4]=1)#[N:2], predict the reactants needed to synthesize it. The reactants are: [C:1]([C:3]1[CH:30]=[CH:29][C:6]2[NH:7][C:8]([CH:10]([C:17]3[C:25]([O:26][CH3:27])=[CH:24][C:23]([CH3:28])=[C:22]4[C:18]=3[CH:19]=[CH:20][NH:21]4)[CH2:11][CH2:12][C:13]([O:15]C)=[O:14])=[N:9][C:5]=2[CH:4]=1)#[N:2]. (6) Given the product [Cl:18][C:16]1[CH:15]=[CH:14][C:13]([N+:19]([O-:21])=[O:20])=[C:12]([CH:6]([C:4]#[N:5])[C:7]([O:9][CH3:10])=[O:8])[CH:17]=1, predict the reactants needed to synthesize it. The reactants are: C[O-].[Na+].[C:4]([CH2:6][C:7]([O:9][CH3:10])=[O:8])#[N:5].Cl[C:12]1[CH:17]=[C:16]([Cl:18])[CH:15]=[CH:14][C:13]=1[N+:19]([O-:21])=[O:20].Cl. (7) The reactants are: [C:1]1([C:7]2[CH:12]=[CH:11][CH:10]=[CH:9][CH:8]=2)[CH2:6][CH2:5][CH2:4][CH2:3][CH:2]=1.[H][H]. Given the product [CH:7]1([C:1]2[CH:2]=[CH:3][CH:4]=[CH:5][CH:6]=2)[CH2:8][CH2:9][CH2:10][CH2:11][CH2:12]1, predict the reactants needed to synthesize it. (8) Given the product [CH2:7]([O:29][CH:28]([O:14][CH2:12][CH3:13])[CH2:27][CH2:26][CH2:25][CH2:24][CH2:23][CH2:22][CH2:21][CH2:20][CH2:19][CH2:18][Br:17])[CH3:8], predict the reactants needed to synthesize it. The reactants are: [Cr](Cl)([O-])(=O)=O.[NH+]1C=CC=[CH:8][CH:7]=1.[CH2:12]([O:14]CC)[CH3:13].[Br:17][CH2:18][CH2:19][CH2:20][CH2:21][CH2:22][CH2:23][CH2:24][CH2:25][CH2:26][CH2:27][CH2:28][OH:29].